Dataset: Forward reaction prediction with 1.9M reactions from USPTO patents (1976-2016). Task: Predict the product of the given reaction. (1) Given the reactants C([O:8][CH2:9][C@H:10]1[O:21][C:13]2=[N:14][C:15]3[C:20]([N:12]2[CH2:11]1)=[CH:19][CH:18]=[N:17][CH:16]=3)C1C=CC=CC=1, predict the reaction product. The product is: [O:21]1[C:13]2=[N:14][C:15]3[C:20]([N:12]2[CH2:11][C@H:10]1[CH2:9][OH:8])=[CH:19][CH:18]=[N:17][CH:16]=3. (2) Given the reactants Cl.[NH2:2][CH:3]([C:9]1[CH:14]=[CH:13][C:12]([O:15][CH3:16])=[C:11]([O:17][CH2:18][CH3:19])[CH:10]=1)[CH2:4][CH:5]([OH:8])[CH2:6][CH3:7].[C:20]([NH:23][C:24]1[CH:34]=[CH:33][CH:32]=[C:26]2[C:27]([O:29][C:30](=O)[C:25]=12)=[O:28])(=[O:22])[CH3:21].C(N(CC)CC)C, predict the reaction product. The product is: [CH2:18]([O:17][C:11]1[CH:10]=[C:9]([CH:3]([N:2]2[C:30](=[O:29])[C:25]3[C:26](=[CH:32][CH:33]=[CH:34][C:24]=3[NH:23][C:20](=[O:22])[CH3:21])[C:27]2=[O:28])[CH2:4][CH:5]([OH:8])[CH2:6][CH3:7])[CH:14]=[CH:13][C:12]=1[O:15][CH3:16])[CH3:19]. (3) The product is: [N:1]1([CH:7]2[CH2:12][CH2:11][CH2:10][CH:9]([NH:26][C@@H:24]([C:14]3[C:23]4[C:18](=[CH:19][CH:20]=[CH:21][CH:22]=4)[CH:17]=[CH:16][CH:15]=3)[CH3:25])[CH2:8]2)[CH2:6][CH2:5][O:4][CH2:3][CH2:2]1. Given the reactants [N:1]1([CH:7]2[CH2:12][CH2:11][CH2:10][C:9](=O)[CH2:8]2)[CH2:6][CH2:5][O:4][CH2:3][CH2:2]1.[C:14]1([C@H:24]([NH2:26])[CH3:25])[C:23]2[C:18](=[CH:19][CH:20]=[CH:21][CH:22]=2)[CH:17]=[CH:16][CH:15]=1, predict the reaction product. (4) Given the reactants [CH3:1][N:2]1[C:6]2[CH:7]=[CH:8][C:9]([C:11]([OH:13])=[O:12])=[CH:10][C:5]=2[N:4]=[C:3]1[CH3:14].OS(O)(=O)=O.[CH3:20]O, predict the reaction product. The product is: [CH3:20][O:12][C:11]([C:9]1[CH:8]=[CH:7][C:6]2[N:2]([CH3:1])[C:3]([CH3:14])=[N:4][C:5]=2[CH:10]=1)=[O:13]. (5) Given the reactants [CH2:1]([O:3][C:4](=[O:32])[C:5]1[CH:10]=[CH:9][C:8]([N:11]2[C:19]3[C:14](=[CH:15][C:16]([C:20]([O:22]CC4C=CC=CC=4)=[O:21])=[CH:17][CH:18]=3)[C:13]([C:30]#[N:31])=[CH:12]2)=[CH:7][CH:6]=1)[CH3:2].CO, predict the reaction product. The product is: [CH2:1]([O:3][C:4](=[O:32])[C:5]1[CH:6]=[CH:7][C:8]([N:11]2[C:19]3[C:14](=[CH:15][C:16]([C:20]([OH:22])=[O:21])=[CH:17][CH:18]=3)[C:13]([C:30]#[N:31])=[CH:12]2)=[CH:9][CH:10]=1)[CH3:2]. (6) Given the reactants [2H][C:2]([2H])(/[CH:18]=[CH:19]\[CH2:20][CH3:21])/[CH:3]=[CH:4]\[CH2:5][CH2:6]/[CH:7]=[CH:8]\[CH2:9][CH2:10][CH2:11][CH2:12][CH2:13][CH2:14][C:15]([OH:17])=O.[2H]C([2H])(/C=C\C([2H])([2H])/C=C\CC)C/C=C\CCCCCCC(O)=[O:35].[2H]C([2H])(/C=C\CCCCC)/C=C\CCCCCCCC(O)=O.C(O)C(O)C.O=C[C@@H]([C@H]([C@@H]([C@@H](CO)O)O)O)O.C(OCCOCCO)C, predict the reaction product. The product is: [CH3:21][C@@:20]12[C@@H:15]([OH:17])[CH2:14][CH2:13][C@H:12]1[C@H:11]1[C@@H:2]([C:3]3[CH:4]=[CH:5][C:6]([OH:35])=[CH:7][C:8]=3[CH2:9][CH2:10]1)[CH2:18][CH2:19]2. (7) Given the reactants OC1CN(C([O-])=O)CC=C1.[Si:11]([O:18][CH2:19][CH2:20][C:21]1[C@@H:22]([CH2:35][O:36][Si:37]([C:40]([CH3:43])([CH3:42])[CH3:41])([CH3:39])[CH3:38])[N:23]([C:28]([O:30][C:31]([CH3:34])([CH3:33])[CH3:32])=[O:29])[CH2:24][C@@H:25](O)[CH:26]=1)([C:14]([CH3:17])([CH3:16])[CH3:15])([CH3:13])[CH3:12].C1(P(C2C=CC=CC=2)C2C=CC=CC=2)C=CC=CC=1.[CH2:63]([O:66][NH:67][S:68]([C:71]1[CH:76]=[CH:75][CH:74]=[CH:73][C:72]=1[N+:77]([O-:79])=[O:78])(=[O:70])=[O:69])[CH:64]=[CH2:65].N(C(OC(C)C)=O)=NC(OC(C)C)=O, predict the reaction product. The product is: [CH2:63]([O:66][N:67]([C@H:25]1[CH2:24][N:23]([C:28]([O:30][C:31]([CH3:33])([CH3:32])[CH3:34])=[O:29])[C@H:22]([CH2:35][O:36][Si:37]([C:40]([CH3:41])([CH3:43])[CH3:42])([CH3:39])[CH3:38])[C:21]([CH2:20][CH2:19][O:18][Si:11]([C:14]([CH3:15])([CH3:16])[CH3:17])([CH3:12])[CH3:13])=[CH:26]1)[S:68]([C:71]1[CH:76]=[CH:75][CH:74]=[CH:73][C:72]=1[N+:77]([O-:79])=[O:78])(=[O:70])=[O:69])[CH:64]=[CH2:65].